From a dataset of TCR-epitope binding with 47,182 pairs between 192 epitopes and 23,139 TCRs. Binary Classification. Given a T-cell receptor sequence (or CDR3 region) and an epitope sequence, predict whether binding occurs between them. (1) The epitope is KRWIIMGLNK. The TCR CDR3 sequence is CASNRENEKLFF. Result: 0 (the TCR does not bind to the epitope). (2) The epitope is NLVPMVATV. The TCR CDR3 sequence is CAILPVFRNNEQFF. Result: 1 (the TCR binds to the epitope). (3) The epitope is TPQDLNTML. The TCR CDR3 sequence is CASSLGYGEAFF. Result: 1 (the TCR binds to the epitope). (4) The epitope is FLKEKGGL. The TCR CDR3 sequence is CASSLLGQCNEQFF. Result: 1 (the TCR binds to the epitope). (5) The epitope is YFPLQSYGF. The TCR CDR3 sequence is CASSLEFSEQYF. Result: 1 (the TCR binds to the epitope). (6) The epitope is IQYIDIGNY. The TCR CDR3 sequence is CASGGQGSNEQFF. Result: 0 (the TCR does not bind to the epitope).